This data is from Forward reaction prediction with 1.9M reactions from USPTO patents (1976-2016). The task is: Predict the product of the given reaction. Given the reactants [CH3:1][O:2][C:3](=[O:19])[CH2:4][CH:5]([NH:12]S(C(C)(C)C)=O)[C:6]1[CH:11]=[CH:10][CH:9]=[CH:8][CH:7]=1.[ClH:20], predict the reaction product. The product is: [ClH:20].[CH3:1][O:2][C:3](=[O:19])[CH2:4][CH:5]([NH2:12])[C:6]1[CH:11]=[CH:10][CH:9]=[CH:8][CH:7]=1.